Dataset: Full USPTO retrosynthesis dataset with 1.9M reactions from patents (1976-2016). Task: Predict the reactants needed to synthesize the given product. Given the product [Br:1][C:2]1[C:3]([I:13])=[C:4]([CH:6]=[C:7]([C:9]([F:10])([F:11])[F:12])[CH:8]=1)[NH2:5], predict the reactants needed to synthesize it. The reactants are: [Br:1][C:2]1[CH:3]=[C:4]([CH:6]=[C:7]([C:9]([F:12])([F:11])[F:10])[CH:8]=1)[NH2:5].[I:13]N1C(=O)CCC1=O.S([O-])([O-])(=O)=S.[Na+].[Na+].